Dataset: Forward reaction prediction with 1.9M reactions from USPTO patents (1976-2016). Task: Predict the product of the given reaction. (1) Given the reactants Br[C:2]1[CH:11]=[C:10]2[C:5]([CH:6]=[CH:7][N:8]=[CH:9]2)=[CH:4][CH:3]=1.C1COCC1.[Li]CCCC.[Sn:22](Cl)([CH2:31][CH2:32][CH2:33][CH3:34])([CH2:27][CH2:28][CH2:29][CH3:30])[CH2:23][CH2:24][CH2:25][CH3:26], predict the reaction product. The product is: [CH2:31]([Sn:22]([CH2:23][CH2:24][CH2:25][CH3:26])([CH2:27][CH2:28][CH2:29][CH3:30])[C:2]1[CH:11]=[C:10]2[C:5]([CH:6]=[CH:7][N:8]=[CH:9]2)=[CH:4][CH:3]=1)[CH2:32][CH2:33][CH3:34]. (2) Given the reactants [CH:1]([N:4]1[C:8]([C:9]2[CH:14]=[CH:13][N:12]=[C:11]([NH:15][C:16]3[CH:24]=[CH:23][C:19]([C:20]([OH:22])=O)=[C:18]([CH3:25])[N:17]=3)[N:10]=2)=[CH:7][N:6]=[C:5]1[CH3:26])([CH3:3])[CH3:2].[CH3:27][NH2:28].CCO, predict the reaction product. The product is: [CH:1]([N:4]1[C:8]([C:9]2[CH:14]=[CH:13][N:12]=[C:11]([NH:15][C:16]3[CH:24]=[CH:23][C:19]([C:20]([NH:28][CH3:27])=[O:22])=[C:18]([CH3:25])[N:17]=3)[N:10]=2)=[CH:7][N:6]=[C:5]1[CH3:26])([CH3:2])[CH3:3]. (3) The product is: [F:11][C:12]1[CH:17]=[CH:16][C:15]([C:5]2[S:1][CH:2]=[N:3][CH:4]=2)=[CH:14][CH:13]=1. Given the reactants [S:1]1[CH:5]=[CH:4][N:3]=[CH:2]1.C([O-])(=O)C.[K+].[F:11][C:12]1[CH:17]=[CH:16][C:15](I)=[CH:14][CH:13]=1, predict the reaction product. (4) Given the reactants [CH3:1][C:2]1[C:7]([N+:8]([O-])=O)=[CH:6][CH:5]=[CH:4][C:3]=1[O:11][CH3:12], predict the reaction product. The product is: [CH3:12][O:11][C:3]1[CH:4]=[CH:5][CH:6]=[C:7]([NH2:8])[C:2]=1[CH3:1].